Dataset: NCI-60 drug combinations with 297,098 pairs across 59 cell lines. Task: Regression. Given two drug SMILES strings and cell line genomic features, predict the synergy score measuring deviation from expected non-interaction effect. (1) Drug 1: CC1=CC=C(C=C1)C2=CC(=NN2C3=CC=C(C=C3)S(=O)(=O)N)C(F)(F)F. Drug 2: C1=NC2=C(N=C(N=C2N1C3C(C(C(O3)CO)O)F)Cl)N. Cell line: SF-539. Synergy scores: CSS=-1.58, Synergy_ZIP=-1.84, Synergy_Bliss=-5.98, Synergy_Loewe=-3.61, Synergy_HSA=-5.07. (2) Drug 1: CC1=C2C(C(=O)C3(C(CC4C(C3C(C(C2(C)C)(CC1OC(=O)C(C(C5=CC=CC=C5)NC(=O)OC(C)(C)C)O)O)OC(=O)C6=CC=CC=C6)(CO4)OC(=O)C)OC)C)OC. Drug 2: C1CCC(C1)C(CC#N)N2C=C(C=N2)C3=C4C=CNC4=NC=N3. Cell line: SK-MEL-2. Synergy scores: CSS=52.8, Synergy_ZIP=7.86, Synergy_Bliss=9.73, Synergy_Loewe=-27.9, Synergy_HSA=6.58. (3) Drug 1: C1=CC(=CC=C1C#N)C(C2=CC=C(C=C2)C#N)N3C=NC=N3. Drug 2: C1CC(=O)NC(=O)C1N2C(=O)C3=CC=CC=C3C2=O. Cell line: SW-620. Synergy scores: CSS=-2.37, Synergy_ZIP=0.323, Synergy_Bliss=-0.145, Synergy_Loewe=-2.07, Synergy_HSA=-2.07.